From a dataset of Full USPTO retrosynthesis dataset with 1.9M reactions from patents (1976-2016). Predict the reactants needed to synthesize the given product. (1) Given the product [N:10]1[O:11][N:12]=[C:13]2[C:18]([CH:19]3[C:13]([C:14]#[N:10])=[C:18]([C:2]4[O:1][CH:5]=[CH:4][CH:3]=4)[NH:21][C:22]4=[N:23][NH:24][CH:25]=[C:26]34)=[CH:17][CH:16]=[CH:15][C:14]=12, predict the reactants needed to synthesize it. The reactants are: [O:1]1[CH:5]=[CH:4][C:3](C(OC)=O)=[CH:2]1.[N:10]1[O:11][N:12]=[C:13]2[C:18]([CH:19]=O)=[CH:17][CH:16]=[CH:15][C:14]=12.[NH2:21][C:22]1[CH:26]=[CH:25][NH:24][N:23]=1. (2) The reactants are: Br[C:2]1[C:7]([CH3:8])=[CH:6][CH:5]=[CH:4][N:3]=1.[OH:9][CH2:10][C:11]1[CH:16]=[CH:15][C:14](B(O)O)=[CH:13][CH:12]=1.C(=O)([O-])[O-].[Na+].[Na+]. Given the product [CH3:8][C:7]1[C:2]([C:14]2[CH:15]=[CH:16][C:11]([CH2:10][OH:9])=[CH:12][CH:13]=2)=[N:3][CH:4]=[CH:5][CH:6]=1, predict the reactants needed to synthesize it. (3) Given the product [F:10][C:9]1[CH:8]=[CH:7][C:6]([CH2:11][CH2:12][C:13]2([OH:19])[CH2:18][CH2:17][N:16]([C:30](=[O:31])[CH2:29][C:26]3[CH:25]=[CH:24][C:23]([N+:20]([O-:22])=[O:21])=[CH:28][CH:27]=3)[CH2:15][CH2:14]2)=[CH:5][C:4]=1[C:2]#[N:3], predict the reactants needed to synthesize it. The reactants are: [Cl-].[C:2]([C:4]1[CH:5]=[C:6]([CH2:11][CH2:12][C:13]2([OH:19])[CH2:18][CH2:17][NH2+:16][CH2:15][CH2:14]2)[CH:7]=[CH:8][C:9]=1[F:10])#[N:3].[N+:20]([C:23]1[CH:28]=[CH:27][C:26]([CH2:29][C:30](O)=[O:31])=[CH:25][CH:24]=1)([O-:22])=[O:21]. (4) Given the product [C:1]([O:5][C:6]([N:8]1[CH2:9][CH2:10][CH:11]([CH:14]([C:16](=[O:18])[NH:19][C:20]2[CH:28]=[CH:27][CH:26]=[CH:25][C:21]=2[C:22](=[O:23])[NH2:24])[CH3:15])[CH2:12][CH2:13]1)=[O:7])([CH3:2])([CH3:3])[CH3:4], predict the reactants needed to synthesize it. The reactants are: [C:1]([O:5][C:6]([N:8]1[CH2:13][CH2:12][CH:11]([CH:14]([C:16]([OH:18])=O)[CH3:15])[CH2:10][CH2:9]1)=[O:7])([CH3:4])([CH3:3])[CH3:2].[NH2:19][C:20]1[CH:28]=[CH:27][CH:26]=[CH:25][C:21]=1[C:22]([NH2:24])=[O:23].CCN=C=NCCCN(C)C.C1C=CC2N(O)N=NC=2C=1. (5) The reactants are: [C:1]1([CH3:12])[CH:6]=[CH:5][CH:4]=[CH:3][C:2]=1[O:7][CH2:8][C:9](O)=O.[CH:13]1([NH2:16])[CH2:15][CH2:14]1. Given the product [CH:13]1([NH:16][CH2:9][CH2:8][O:7][C:2]2[CH:3]=[CH:4][CH:5]=[CH:6][C:1]=2[CH3:12])[CH2:15][CH2:14]1, predict the reactants needed to synthesize it. (6) Given the product [CH3:1][C:2]1[C:7]([CH:8]=[O:9])=[C:6]([CH3:10])[CH:5]=[CH:4][N:3]=1, predict the reactants needed to synthesize it. The reactants are: [CH3:1][C:2]1[C:7]([CH2:8][OH:9])=[C:6]([CH3:10])[CH:5]=[CH:4][N:3]=1. (7) Given the product [C:20]([C:18]1[CH:17]=[CH:16][N:15]=[C:14]([NH:12][NH:2]/[CH:3]=[C:4](\[CH3:10])/[C:5]([O:7][CH2:8][CH3:9])=[O:6])[CH:19]=1)#[N:21], predict the reactants needed to synthesize it. The reactants are: C[N:2](C)/[CH:3]=[C:4](\[CH3:10])/[C:5]([O:7][CH2:8][CH3:9])=[O:6].[NH:12]([C:14]1[CH:19]=[C:18]([C:20]#[N:21])[CH:17]=[CH:16][N:15]=1)N. (8) Given the product [CH2:16]([C:14]1[CH:13]=[C:8]([CH:7]=[C:6]([C:3]([C:1]#[N:2])([CH3:5])[CH3:4])[CH:15]=1)[C:9]([O:11][CH3:12])=[O:10])[CH2:17][CH3:18], predict the reactants needed to synthesize it. The reactants are: [C:1]([C:3]([C:6]1[CH:7]=[C:8]([CH:13]=[C:14]([C:16]#[C:17][CH2:18]O)[CH:15]=1)[C:9]([O:11][CH3:12])=[O:10])([CH3:5])[CH3:4])#[N:2]. (9) Given the product [CH3:15][C:8]1[S:9][C:10]2[NH:11][C:12](=[O:13])[NH:14][C:4](=[O:3])[C:6]=2[N:7]=1, predict the reactants needed to synthesize it. The reactants are: C([O:3][C:4]([C:6]1[N:7]=[C:8]([CH3:15])[S:9][C:10]=1[NH:11][C:12]([NH2:14])=[O:13])=O)C.[OH-].[Na+]. (10) Given the product [CH3:1][C:2]1[C:3]([NH:15][CH:16]2[CH2:33][CH2:32][C:19]3([CH2:24][CH2:23][NH:22][CH2:21][CH2:20]3)[CH2:18][CH2:17]2)=[N:4][C:5]([NH:8][C:9]2[CH:10]=[N:11][N:12]([CH3:14])[CH:13]=2)=[N:6][CH:7]=1, predict the reactants needed to synthesize it. The reactants are: [CH3:1][C:2]1[C:3]([NH:15][CH:16]2[CH2:33][CH2:32][C:19]3([CH2:24][CH2:23][N:22](C(OC(C)(C)C)=O)[CH2:21][CH2:20]3)[CH2:18][CH2:17]2)=[N:4][C:5]([NH:8][C:9]2[CH:10]=[N:11][N:12]([CH3:14])[CH:13]=2)=[N:6][CH:7]=1.Cl.CCOC(C)=O.